This data is from Forward reaction prediction with 1.9M reactions from USPTO patents (1976-2016). The task is: Predict the product of the given reaction. (1) Given the reactants [Cl:1][C:2]1[CH:7]=[CH:6][CH:5]=[CH:4][C:3]=1[N+:8]([O-])=O.[C:11]([Mg]Br)([CH3:13])=[CH2:12].[NH4+].[Cl-], predict the reaction product. The product is: [CH3:13][C:11]1[NH:8][C:3]2[C:4]([CH:12]=1)=[CH:5][CH:6]=[CH:7][C:2]=2[Cl:1]. (2) The product is: [Br:7][C:8]1[N:13]=[C:12]([C:1](=[O:4])[CH2:56][C:41]2[CH:40]=[C:39]([CH3:38])[C:47]3[C:43](=[CH:44][N:45]([CH2:48][O:49][CH2:50][CH2:51][Si:52]([CH3:55])([CH3:54])[CH3:53])[N:46]=3)[CH:42]=2)[CH:11]=[CH:10][CH:9]=1. Given the reactants [C:1](=[O:4])([O-])[O-].[Cs+].[Cs+].[Br:7][C:8]1[N:13]=[C:12](C(P(=O)(OC2C=CC=CC=2)OC2C=CC=CC=2)NC2C=CC=CC=2)[CH:11]=[CH:10][CH:9]=1.[CH3:38][C:39]1[C:47]2[C:43](=[CH:44][N:45]([CH2:48][O:49][CH2:50][CH2:51][Si:52]([CH3:55])([CH3:54])[CH3:53])[N:46]=2)[CH:42]=[C:41]([CH:56]=O)[CH:40]=1.Cl, predict the reaction product. (3) The product is: [C:13]1([C:32]2[CH:33]=[CH:34][CH:35]=[CH:36][CH:37]=2)[CH:14]=[CH:15][C:16]([CH2:19][C@H:20]2[N:24]([C:25](=[O:30])[C:26]([CH3:28])([CH3:29])[CH3:27])[C:23](=[O:31])[C@H:22]([CH3:1])[CH2:21]2)=[CH:17][CH:18]=1. Given the reactants [CH2:1]([Li])CCC.C(NC(C)C)(C)C.[C:13]1([C:32]2[CH:37]=[CH:36][CH:35]=[CH:34][CH:33]=2)[CH:18]=[CH:17][C:16]([CH2:19][C@H:20]2[N:24]([C:25](=[O:30])[C:26]([CH3:29])([CH3:28])[CH3:27])[C:23](=[O:31])[CH2:22][CH2:21]2)=[CH:15][CH:14]=1.COS(OC)(=O)=O, predict the reaction product. (4) The product is: [CH3:3][C:1]([C:5]1[CH:6]=[C:7]([NH:8][C:26](=[O:27])[CH2:25][C:20]2[NH:21][C:22](=[O:24])[CH:23]=[C:18]([N:12]3[CH2:17][CH2:16][O:15][CH2:14][CH2:13]3)[N:19]=2)[CH:9]=[CH:10][CH:11]=1)([CH3:4])[CH3:2]. Given the reactants [C:1]([C:5]1[CH:6]=[C:7]([CH:9]=[CH:10][CH:11]=1)[NH2:8])([CH3:4])([CH3:3])[CH3:2].[N:12]1([C:18]2[N:19]=[C:20]([CH2:25][C:26]([O-])=[O:27])[NH:21][C:22](=[O:24])[CH:23]=2)[CH2:17][CH2:16][O:15][CH2:14][CH2:13]1.[Na+].O.[Cl-].COC1N=C(OC)N=C([N+]2(C)CCOCC2)N=1, predict the reaction product.